Dataset: Retrosynthesis with 50K atom-mapped reactions and 10 reaction types from USPTO. Task: Predict the reactants needed to synthesize the given product. Given the product C[C@H]1C[C@@H]2[C@](C)(N=C(N(C(=O)OC(C)(C)C)C(=O)OC(C)(C)C)C(C)(C)S2(=O)=O)c2cc([N+](=O)[O-])ccc2O1, predict the reactants needed to synthesize it. The reactants are: C[C@H](O)C[C@H]1[C@@](C)(c2cc([N+](=O)[O-])ccc2F)N=C(N(C(=O)OC(C)(C)C)C(=O)OC(C)(C)C)C(C)(C)S1(=O)=O.